Dataset: Forward reaction prediction with 1.9M reactions from USPTO patents (1976-2016). Task: Predict the product of the given reaction. Given the reactants [F:1][C:2]1[CH:7]=[CH:6][C:5]([O:8][CH3:9])=[CH:4][C:3]=1[C:10]1[CH:15]=[CH:14][C:13]([O:16][CH2:17][C:18]2[CH:19]=[C:20]([CH2:24][CH2:25][CH2:26][OH:27])[CH:21]=[CH:22][CH:23]=2)=[CH:12][C:11]=1[CH2:28][C:29]([CH3:32])([CH3:31])[CH3:30].C(N(CC)CC)C.Cl, predict the reaction product. The product is: [F:1][C:2]1[CH:7]=[CH:6][C:5]([O:8][CH3:9])=[CH:4][C:3]=1[C:10]1[CH:15]=[CH:14][C:13]([O:16][CH2:17][C:18]2[CH:19]=[C:20]([CH2:24][CH2:25][CH:26]=[O:27])[CH:21]=[CH:22][CH:23]=2)=[CH:12][C:11]=1[CH2:28][C:29]([CH3:32])([CH3:31])[CH3:30].